From a dataset of Reaction yield outcomes from USPTO patents with 853,638 reactions. Predict the reaction yield, written as a fraction of the theoretical maximum amount of product (1.0 means a 100% yield; for example, 0.34 means a 34% yield). (1) The reactants are [Li+].CC([N-]C(C)C)C.Br[C:10]1[CH:18]=[C:17]2C(C[C:15]3(CCC(=O)CC3)[C:16]2=[O:19])=C[CH:11]=1.CON(C)C(C1[N:32]=[N:33]C=CC=1)=O. The catalyst is C1COCC1. The product is [N:32]1[CH:11]=[CH:10][CH:18]=[C:17]([CH:16]([OH:19])[CH3:15])[N:33]=1. The yield is 0.260. (2) The reactants are C[O:2][C:3](=[O:24])[C:4]1[CH:9]=[C:8]([C:10]2[S:11][CH:12]=[C:13]([C:15]3[CH:20]=[CH:19][C:18]([Cl:21])=[C:17]([Cl:22])[CH:16]=3)[N:14]=2)[CH:7]=[CH:6][C:5]=1Br.[C:25]([C:28]1[CH:29]=[CH:30][C:31]([Cl:37])=[C:32](B(O)O)[CH:33]=1)(=[O:27])[CH3:26]. No catalyst specified. The product is [C:25]([C:28]1[CH:29]=[CH:30][C:31]([Cl:37])=[C:32]([C:5]2[C:4]([C:3]([OH:2])=[O:24])=[CH:9][C:8]([C:10]3[S:11][CH:12]=[C:13]([C:15]4[CH:20]=[CH:19][C:18]([Cl:21])=[C:17]([Cl:22])[CH:16]=4)[N:14]=3)=[CH:7][CH:6]=2)[CH:33]=1)(=[O:27])[CH3:26]. The yield is 0.0700. (3) The product is [C:24]([NH:23][C:19]1[CH:18]=[C:17]([C:7]2[S:6][C:5]([C:9]([O:11][CH2:12][CH3:13])=[O:10])=[C:4]([I:14])[C:3]=2[C:1]#[N:2])[CH:22]=[CH:21][N:20]=1)(=[O:26])[CH3:25]. The yield is 0.650. The catalyst is O1CCOCC1.[Cu]I.C1C=CC([P]([Pd]([P](C2C=CC=CC=2)(C2C=CC=CC=2)C2C=CC=CC=2)([P](C2C=CC=CC=2)(C2C=CC=CC=2)C2C=CC=CC=2)[P](C2C=CC=CC=2)(C2C=CC=CC=2)C2C=CC=CC=2)(C2C=CC=CC=2)C2C=CC=CC=2)=CC=1. The reactants are [C:1]([C:3]1[C:4]([I:14])=[C:5]([C:9]([O:11][CH2:12][CH3:13])=[O:10])[S:6][C:7]=1I)#[N:2].C[Sn](C)(C)[C:17]1[CH:22]=[CH:21][N:20]=[C:19]([NH:23][C:24](=[O:26])[CH3:25])[CH:18]=1.[Cl-].[Li+]. (4) The reactants are Cl[C:2]1[N:9]=[CH:8][CH:7]=[CH:6][C:3]=1[C:4]#[N:5].[F:10][C:11]1[CH:16]=[CH:15][C:14](B(O)O)=[C:13]([O:20][CH3:21])[CH:12]=1. No catalyst specified. The product is [F:10][C:11]1[CH:16]=[CH:15][C:14]([C:2]2[N:9]=[CH:8][CH:7]=[CH:6][C:3]=2[C:4]#[N:5])=[C:13]([O:20][CH3:21])[CH:12]=1. The yield is 0.850. (5) The reactants are [NH2:1][C:2]1[C:17]2[CH2:16][CH:15]=[CH:14][CH2:13][CH2:12][C:11]3[CH:18]=[C:19]([CH3:24])[N:20]=[C:21]([O:22][CH3:23])[C:10]=3[CH2:9][NH:8][C:7](=[O:25])[C:6]=2[CH:5]=[CH:4][CH:3]=1.[C:26]([O:30][C:31](=[O:40])[NH:32][CH:33]1[CH2:38][CH2:37][C:36](=O)[CH2:35][CH2:34]1)([CH3:29])([CH3:28])[CH3:27].[CH3:41][C:42](O)=O.[BH-](OC(C)=O)(OC(C)=O)OC(C)=O.[Na+].C(=O)C.C([O-])(O)=O.[Na+]. The catalyst is ClCCCl.O.C(Cl)Cl. The product is [C:26]([O:30][C:31](=[O:40])[NH:32][CH:33]1[CH2:38][CH2:37][CH:36]([N:1]([CH2:41][CH3:42])[C:2]2[C:17]3[CH2:16][CH:15]=[CH:14][CH2:13][CH2:12][C:11]4[CH:18]=[C:19]([CH3:24])[N:20]=[C:21]([O:22][CH3:23])[C:10]=4[CH2:9][NH:8][C:7](=[O:25])[C:6]=3[CH:5]=[CH:4][CH:3]=2)[CH2:35][CH2:34]1)([CH3:29])([CH3:28])[CH3:27]. The yield is 0.830.